Dataset: Catalyst prediction with 721,799 reactions and 888 catalyst types from USPTO. Task: Predict which catalyst facilitates the given reaction. Reactant: [CH2:1]([C:3]1([C:17]2[CH:22]=[CH:21][CH:20]=[C:19]([O:23]C)[CH:18]=2)[CH2:9][CH2:8][CH2:7][CH2:6][N:5]([CH2:10][CH2:11][NH:12][C:13]([NH2:15])=[O:14])[C:4]1=[O:16])[CH3:2].B(Br)(Br)Br. Product: [CH2:1]([C:3]1([C:17]2[CH:22]=[CH:21][CH:20]=[C:19]([OH:23])[CH:18]=2)[CH2:9][CH2:8][CH2:7][CH2:6][N:5]([CH2:10][CH2:11][NH:12][C:13]([NH2:15])=[O:14])[C:4]1=[O:16])[CH3:2]. The catalyst class is: 2.